This data is from Reaction yield outcomes from USPTO patents with 853,638 reactions. The task is: Predict the reaction yield, written as a fraction of the theoretical maximum amount of product (1.0 means a 100% yield; for example, 0.34 means a 34% yield). (1) The reactants are C[C:2]1[CH:3]=[N:4][NH:5][CH:6]=1.[Li][CH2:8][CH2:9]CC.C(O[B:16]1[O:20][C:19]([CH3:22])([CH3:21])[C:18]([CH3:24])([CH3:23])[O:17]1)(C)C. The catalyst is [NH4+].[Cl-]. The product is [CH2:8]([N:5]1[C:6]([B:16]2[O:20][C:19]([CH3:22])([CH3:21])[C:18]([CH3:24])([CH3:23])[O:17]2)=[CH:2][CH:3]=[N:4]1)[CH3:9]. The yield is 0.890. (2) The reactants are [F:1][C:2]([F:18])([F:17])[CH2:3][C:4]([NH:6][C:7]1[CH:12]=[CH:11][C:10]([O:13][CH3:14])=[CH:9][C:8]=1[CH2:15][OH:16])=[O:5]. The catalyst is C(Cl)Cl.O=[Mn]=O. The product is [F:1][C:2]([F:17])([F:18])[CH2:3][C:4]([NH:6][C:7]1[CH:12]=[CH:11][C:10]([O:13][CH3:14])=[CH:9][C:8]=1[CH:15]=[O:16])=[O:5]. The yield is 0.840. (3) The reactants are [CH3:1][C:2]1[CH:3]=[C:4]([C:9]2[N:13]([CH3:14])[N:12]=[C:11]([C:15](=O)[CH3:16])[C:10]=2[OH:18])[CH:5]=[C:6]([CH3:8])[CH:7]=1.[NH:19]([C:21]([NH:23][C:24]1[CH:32]=[CH:31][C:27]([C:28]([OH:30])=[O:29])=[CH:26][CH:25]=1)=[S:22])[NH2:20].CN(C)C=O. The catalyst is Cl.O. The product is [CH3:1][C:2]1[CH:3]=[C:4]([C:9]2[N:13]([CH3:14])[N:12]=[C:11]([C:15](=[N:20][NH:19][C:21]([NH:23][C:24]3[CH:32]=[CH:31][C:27]([C:28]([OH:30])=[O:29])=[CH:26][CH:25]=3)=[S:22])[CH3:16])[C:10]=2[OH:18])[CH:5]=[C:6]([CH3:8])[CH:7]=1. The yield is 0.650.